This data is from Forward reaction prediction with 1.9M reactions from USPTO patents (1976-2016). The task is: Predict the product of the given reaction. (1) Given the reactants FC(F)(F)C(O)=O.[CH:8]1([C:13]([N:15]2[CH2:20][CH:19]([C:21]3[CH:26]=[CH:25][C:24]([CH2:27][CH3:28])=[CH:23][CH:22]=3)[CH2:18][CH:17]([NH2:29])[CH2:16]2)=[O:14])[CH2:12][CH2:11][CH2:10][CH2:9]1.[CH:30]1([N:33]=[C:34]=[O:35])[CH2:32][CH2:31]1, predict the reaction product. The product is: [CH:8]1([C:13]([N:15]2[CH2:20][CH:19]([C:21]3[CH:22]=[CH:23][C:24]([CH2:27][CH3:28])=[CH:25][CH:26]=3)[CH2:18][CH:17]([NH:29][C:34]([NH:33][CH:30]3[CH2:32][CH2:31]3)=[O:35])[CH2:16]2)=[O:14])[CH2:9][CH2:10][CH2:11][CH2:12]1. (2) Given the reactants [O:1]1[CH:5]=[CH:4][CH:3]=[C:2]1[CH:6]=O.[OH2:8].Cl.Cl.C1(N2[CH2:22][CH2:21][CH:20](N)CC2)CCCCC1.[CH2:24]([N:26]([CH2:29][CH3:30])[CH2:27][CH3:28])C.[C:31]([BH3-])#[N:32].[Na+].[OH-:35].[Na+].Cl[CH2:38]Cl, predict the reaction product. The product is: [C:21]([O:8][C:24]([N:26]1[CH2:29][CH2:30][CH:31]([NH:32][CH2:6][C:2]2[O:1][CH:5]=[CH:4][CH:3]=2)[CH2:28][CH2:27]1)=[O:35])([CH3:20])([CH3:22])[CH3:38]. (3) Given the reactants [CH3:1][S:2]([C:5]1[CH:10]=[CH:9][C:8]([C@@H:11]([CH2:15][C@H:16]2[CH2:20][CH2:19][C:18](=[O:21])[CH2:17]2)[C:12]([OH:14])=O)=[CH:7][C:6]=1[CH3:22])(=[O:4])=[O:3].C(Cl)(=O)C(Cl)=O.[CH3:29][O:30][CH2:31][CH2:32][N:33]1[CH:37]=[CH:36][C:35]([NH2:38])=[N:34]1.N1C(C)=CC=CC=1C, predict the reaction product. The product is: [CH3:1][S:2]([C:5]1[CH:10]=[CH:9][C:8]([C@@H:11]([CH2:15][C@H:16]2[CH2:20][CH2:19][C:18](=[O:21])[CH2:17]2)[C:12]([NH:38][C:35]2[CH:36]=[CH:37][N:33]([CH2:32][CH2:31][O:30][CH3:29])[N:34]=2)=[O:14])=[CH:7][C:6]=1[CH3:22])(=[O:4])=[O:3]. (4) Given the reactants C(OC(N1CC(OC(=O)C)CC1C[C:21]1[C:29]2[C:24](=[CH:25][C:26](F)=[CH:27][CH:28]=2)[NH:23][CH:22]=1)=O)C1C=CC=CC=1.[C:31](O)([C:33](F)(F)F)=O.C([O-])([O-])=O.[K+].[K+], predict the reaction product. The product is: [NH:23]1[C:31]2[C:33](=[CH:29][CH:24]=[CH:25][CH:26]=2)[CH:21]=[C:22]1[N:23]1[C:24]2[C:29](=[CH:28][CH:27]=[CH:26][CH:25]=2)[CH2:21][CH2:22]1. (5) Given the reactants [NH:1]1[CH:5]=[CH:4][N:3]=[N:2]1.Br[C:7]1[CH:12]=[CH:11][CH:10]=[CH:9][N:8]=1.P([O-])([O-])([O-])=O.[K+].[K+].[K+], predict the reaction product. The product is: [N:1]1([C:7]2[CH:12]=[CH:11][CH:10]=[CH:9][N:8]=2)[CH:5]=[CH:4][N:3]=[N:2]1. (6) Given the reactants [CH3:1][C:2](=[CH:4][CH2:5][CH2:6][C:7](=[CH:9][CH:10]=[O:11])[CH3:8])[CH3:3].[CH2:12]([SH:18])[CH2:13][CH2:14][CH2:15][CH2:16][CH3:17], predict the reaction product. The product is: [CH2:12]([S:18][C:7]([CH3:8])([CH2:6][CH2:5][CH:4]=[C:2]([CH3:1])[CH3:3])[CH2:9][CH:10]=[O:11])[CH2:13][CH2:14][CH2:15][CH2:16][CH3:17]. (7) Given the reactants [C:1]([C:4]1[CH:5]=[CH:6][N:7]2[CH2:12][CH2:11][N:10]([C:13]([O:15][C:16]([CH3:19])([CH3:18])[CH3:17])=[O:14])[CH2:9][C:8]=12)(=[O:3])[NH2:2].[Cl:20]N1C(=O)CCC1=O.O, predict the reaction product. The product is: [C:1]([C:4]1[CH:5]=[C:6]([Cl:20])[N:7]2[CH2:12][CH2:11][N:10]([C:13]([O:15][C:16]([CH3:19])([CH3:18])[CH3:17])=[O:14])[CH2:9][C:8]=12)(=[O:3])[NH2:2].